This data is from Retrosynthesis with 50K atom-mapped reactions and 10 reaction types from USPTO. The task is: Predict the reactants needed to synthesize the given product. Given the product COc1cc(NS(C)(=O)=O)ccc1-c1nnc(-c2c(-c3ccccc3)noc2C)o1, predict the reactants needed to synthesize it. The reactants are: COc1cc(N)ccc1-c1nnc(-c2c(-c3ccccc3)noc2C)o1.CS(=O)(=O)Cl.